Dataset: Full USPTO retrosynthesis dataset with 1.9M reactions from patents (1976-2016). Task: Predict the reactants needed to synthesize the given product. The reactants are: [CH2:1]([O:8][CH2:9][CH2:10][CH2:11][O:12][C:13]1[N:18]=[CH:17][C:16]([CH:19]2[CH2:24][CH2:23][N:22]([C:25]([O:27][C:28]([CH3:31])([CH3:30])[CH3:29])=[O:26])[CH2:21][CH:20]2[OH:32])=[CH:15][CH:14]=1)[C:2]1[CH:7]=[CH:6][CH:5]=[CH:4][CH:3]=1.[CH2:33](OCCCOC1N=CC(C2(O)CCN(C(OC(C)(C)C)=O)CC2)=CC=1)[C:34]1[CH:39]=[CH:38][CH:37]=[CH:36][CH:35]=1. Given the product [CH2:1]([O:8][CH2:9][CH2:10][CH2:11][O:12][C:13]1[N:18]=[CH:17][C:16]([CH:19]2[CH2:24][CH2:23][N:22]([C:25]([O:27][C:28]([CH3:29])([CH3:31])[CH3:30])=[O:26])[CH2:21][CH:20]2[O:32][CH2:7][C:2]2[CH:3]=[CH:33][C:34]3[C:35](=[CH:36][CH:37]=[CH:38][CH:39]=3)[CH:1]=2)=[CH:15][CH:14]=1)[C:2]1[CH:7]=[CH:6][CH:5]=[CH:4][CH:3]=1, predict the reactants needed to synthesize it.